Dataset: Full USPTO retrosynthesis dataset with 1.9M reactions from patents (1976-2016). Task: Predict the reactants needed to synthesize the given product. (1) The reactants are: Cl[CH2:2][C:3]1[CH:8]=[CH:7][C:6]([CH2:9][CH2:10][C:11]2[N:12]=[C:13]([NH:16][C:17](=[O:19])[CH3:18])[S:14][CH:15]=2)=[CH:5][CH:4]=1.C(NC(N)=[S:25])(=O)C. Given the product [SH:25][CH2:2][C:3]1[CH:8]=[CH:7][C:6]([CH2:9][CH2:10][C:11]2[N:12]=[C:13]([NH:16][C:17](=[O:19])[CH3:18])[S:14][CH:15]=2)=[CH:5][CH:4]=1, predict the reactants needed to synthesize it. (2) Given the product [CH3:1][C:2]12[O:13][CH:8]1[CH2:7][C:6]1([CH3:10])[CH2:9][CH:3]2[CH2:4][CH2:5]1, predict the reactants needed to synthesize it. The reactants are: [CH3:1][C:2]1[CH:3]2[CH2:9][C:6]([CH3:10])([CH2:7][CH:8]=1)[CH2:5][CH2:4]2.C(OO)(=[O:13])C.C([O-])(=O)C.[Na+]. (3) The reactants are: O.[OH-].[Li+].C[O:5][C:6](=[O:37])[CH2:7][C:8]1[C:17]([CH3:18])=[C:16]([C:19]2[CH:24]=[CH:23][C:22]([S:25](=[O:35])(=[O:34])[NH:26][C:27]3[CH:32]=[CH:31][CH:30]=[C:29]([Cl:33])[CH:28]=3)=[CH:21][CH:20]=2)[C:15]2[C:10](=[CH:11][CH:12]=[C:13]([F:36])[CH:14]=2)[CH:9]=1.C1COCC1.O. Given the product [Cl:33][C:29]1[CH:28]=[C:27]([NH:26][S:25]([C:22]2[CH:21]=[CH:20][C:19]([C:16]3[C:15]4[C:10](=[CH:11][CH:12]=[C:13]([F:36])[CH:14]=4)[CH:9]=[C:8]([CH2:7][C:6]([OH:37])=[O:5])[C:17]=3[CH3:18])=[CH:24][CH:23]=2)(=[O:35])=[O:34])[CH:32]=[CH:31][CH:30]=1, predict the reactants needed to synthesize it.